From a dataset of Catalyst prediction with 721,799 reactions and 888 catalyst types from USPTO. Predict which catalyst facilitates the given reaction. (1) Reactant: [OH:1][C:2]1[C:27]([O:28][CH3:29])=[CH:26][C:5]2[C:6]3[N:11]([CH:12]([C:14]([CH3:19])([CH3:18])[CH2:15][O:16][CH3:17])[CH2:13][C:4]=2[CH:3]=1)[CH:10]=[C:9]([C:20]([O:22][CH2:23][CH3:24])=[O:21])[C:8](=[O:25])[CH:7]=3.C(=O)([O-])[O-].[K+].[K+].Br[CH2:37][CH2:38][CH2:39][CH2:40][CH2:41][CH2:42][OH:43].O. Product: [OH:43][CH2:42][CH2:41][CH2:40][CH2:39][CH2:38][CH2:37][O:1][C:2]1[C:27]([O:28][CH3:29])=[CH:26][C:5]2[C:6]3[N:11]([CH:12]([C:14]([CH3:18])([CH3:19])[CH2:15][O:16][CH3:17])[CH2:13][C:4]=2[CH:3]=1)[CH:10]=[C:9]([C:20]([O:22][CH2:23][CH3:24])=[O:21])[C:8](=[O:25])[CH:7]=3. The catalyst class is: 3. (2) Reactant: [CH2:1]([O:3][C:4]1[CH:9]=[C:8]([C:10]([CH3:14])([CH3:13])[CH2:11][OH:12])[CH:7]=[CH:6][C:5]=1[I:15])[CH3:2].[H-].[Na+].I[CH3:19]. Product: [CH2:1]([O:3][C:4]1[CH:9]=[C:8]([C:10]([CH3:14])([CH3:13])[CH2:11][O:12][CH3:19])[CH:7]=[CH:6][C:5]=1[I:15])[CH3:2]. The catalyst class is: 7. (3) Reactant: [F:1][C:2]([F:11])([F:10])[C:3]1[CH:4]=[C:5]([SH:9])[CH:6]=[CH:7][CH:8]=1.[Cl:12][C:13]1[CH:18]=[CH:17][C:16]([CH:19]2[CH2:24][CH:23](CS([O-])(=O)=O)[CH2:22][CH2:21][O:20]2)=[C:15]([CH3:30])[CH:14]=1.C([O-])([O-])=O.[K+].[K+]. Product: [Cl:12][C:13]1[CH:18]=[CH:17][C:16]([CH:19]2[CH2:24][CH:23]([S:9][C:5]3[CH:6]=[CH:7][CH:8]=[C:3]([C:2]([F:1])([F:10])[F:11])[CH:4]=3)[CH2:22][CH2:21][O:20]2)=[C:15]([CH3:30])[CH:14]=1. The catalyst class is: 18. (4) Product: [F:13][C:14]1[CH:42]=[CH:41][CH:40]=[CH:39][C:15]=1[CH2:16][N:17]1[C:21]2=[N:22][CH:23]=[CH:24][CH:25]=[C:20]2[C:19]([C:26]2[N:27]=[C:28]([O:38][CH2:9][C:8]([F:12])([F:11])[F:7])[C:29]3[C:34]([CH3:36])([CH3:35])[C:33](=[O:37])[NH:32][C:30]=3[N:31]=2)=[N:18]1. Reactant: C(=O)([O-])[O-].[Cs+].[Cs+].[F:7][C:8]([F:12])([F:11])[CH2:9]I.[F:13][C:14]1[CH:42]=[CH:41][CH:40]=[CH:39][C:15]=1[CH2:16][N:17]1[C:21]2=[N:22][CH:23]=[CH:24][CH:25]=[C:20]2[C:19]([C:26]2[N:27]=[C:28]([OH:38])[C:29]3[C:34]([CH3:36])([CH3:35])[C:33](=[O:37])[NH:32][C:30]=3[N:31]=2)=[N:18]1. The catalyst class is: 3. (5) Product: [Cl:1][C:2]1[CH:10]=[C:9]2[C:5]([C:6]([CH2:16][CH2:17][CH2:18][S:19][CH3:20])=[C:7]([C:11]([O:13][CH2:14][CH3:15])=[O:12])[NH:8]2)=[CH:4][CH:3]=1. Reactant: [Cl:1][C:2]1[CH:10]=[C:9]2[C:5]([C:6]([CH:16](O)[CH2:17][CH2:18][S:19][CH3:20])=[C:7]([C:11]([O:13][CH2:14][CH3:15])=[O:12])[NH:8]2)=[CH:4][CH:3]=1.C([SiH](CC)CC)C.C(=O)(O)[O-].[Na+]. The catalyst class is: 55. (6) Reactant: [F:1][C:2]([CH3:35])([CH3:34])[CH2:3][N:4]1[CH2:9][CH2:8][CH:7]([CH2:10][O:11][C:12]2[CH:17]=[CH:16][C:15]([C:18]3[C:19](C(N4CCC[C@@H]4C(O)=O)=O)=[CH:20][CH:21]=[CH:22][CH:23]=3)=[CH:14][CH:13]=2)[CH2:6][CH2:5]1.[NH4+].[Cl-].[CH2:38](Cl)[CH2:39]Cl.C1C=CC2N([OH:51])N=NC=2C=1.CC[N:54]([CH:58](C)C)C(C)C.[CH3:61][N:62]([CH:64]=[O:65])[CH3:63]. Product: [F:1][C:2]([CH3:35])([CH3:34])[CH2:3][N:4]1[CH2:9][CH2:8][CH:7]([CH2:10][O:11][C:12]2[CH:17]=[CH:16][C:15]([C:18]3[C:23]([C:64]([N:62]4[CH2:63][CH2:39][CH2:38][C@@H:61]4[C:58]([NH2:54])=[O:51])=[O:65])=[CH:22][CH:21]=[CH:20][CH:19]=3)=[CH:14][CH:13]=2)[CH2:6][CH2:5]1. The catalyst class is: 25. (7) Reactant: [C:1]([C:3]1[CH:8]=[CH:7][C:6]([CH2:9][CH:10]([NH:12][C:13](=[O:15])[CH3:14])[CH3:11])=[CH:5][CH:4]=1)#[CH:2].[CH2:16]([O:18][C:19]1[CH:24]=[C:23](I)[CH:22]=[CH:21][N:20]=1)[CH3:17]. Product: [CH2:16]([O:18][C:19]1[CH:24]=[C:23]([C:2]#[C:1][C:3]2[CH:8]=[CH:7][C:6]([CH2:9][CH:10]([NH:12][C:13](=[O:15])[CH3:14])[CH3:11])=[CH:5][CH:4]=2)[CH:22]=[CH:21][N:20]=1)[CH3:17]. The catalyst class is: 767.